Dataset: Forward reaction prediction with 1.9M reactions from USPTO patents (1976-2016). Task: Predict the product of the given reaction. (1) Given the reactants [F:1][C:2]1[CH:24]=[CH:23][C:5]([C:6](/[C:8](=[CH:11]/[C:12]2[CH:13]=[C:14]3[C:18](=[CH:19][C:20]=2[F:21])[NH:17][N:16]=[C:15]3[CH3:22])/[C:9]#[N:10])=O)=[CH:4][CH:3]=1.[NH2:25][C:26]([CH:30]([F:32])[F:31])=[CH:27][C:28]#[N:29].C(O)(=O)C, predict the reaction product. The product is: [F:31][CH:30]([F:32])[C:26]1[NH:25][C:6]([C:5]2[CH:23]=[CH:24][C:2]([F:1])=[CH:3][CH:4]=2)=[C:8]([C:9]#[N:10])[CH:11]([C:12]2[CH:13]=[C:14]3[C:18](=[CH:19][C:20]=2[F:21])[NH:17][N:16]=[C:15]3[CH3:22])[C:27]=1[C:28]#[N:29]. (2) Given the reactants CC(C)([O-])C.[K+].[N+:7]([C:10]1[C:15]([O:16][CH3:17])=[CH:14][CH:13]=[CH:12][N:11]=1)([O-:9])=[O:8].[CH2:18]([O:20][C:21](=[O:25])[CH:22](Cl)[CH3:23])[CH3:19].Cl, predict the reaction product. The product is: [CH2:18]([O:20][C:21](=[O:25])[CH:22]([C:13]1[CH:12]=[N:11][C:10]([N+:7]([O-:9])=[O:8])=[C:15]([O:16][CH3:17])[CH:14]=1)[CH3:23])[CH3:19]. (3) Given the reactants C(N(CC)CC)C.[CH3:8][S:9](Cl)(=[O:11])=[O:10].Cl.[NH2:14][C:15]1[CH:20]=[CH:19][C:18]([C:21]2[CH:26]=[CH:25][C:24]([NH:27][C:28]([C:30]3[CH:35]=[C:34]([N+:36]([O-:38])=[O:37])[CH:33]=[CH:32][C:31]=3[Cl:39])=[O:29])=[CH:23][CH:22]=2)=[CH:17][CH:16]=1.C(=O)(O)[O-].[Na+], predict the reaction product. The product is: [CH3:8][S:9]([NH:14][C:15]1[CH:16]=[CH:17][C:18]([C:21]2[CH:22]=[CH:23][C:24]([NH:27][C:28]([C:30]3[CH:35]=[C:34]([N+:36]([O-:38])=[O:37])[CH:33]=[CH:32][C:31]=3[Cl:39])=[O:29])=[CH:25][CH:26]=2)=[CH:19][CH:20]=1)(=[O:11])=[O:10]. (4) Given the reactants O.NN.[CH2:4]([C:6]1[CH:11]=[CH:10][CH:9]=[CH:8][C:7]=1[O:12][C:13]1[CH:18]=[CH:17][C:16]([N+:19]([O-])=O)=[CH:15][N:14]=1)[CH3:5], predict the reaction product. The product is: [CH2:4]([C:6]1[CH:11]=[CH:10][CH:9]=[CH:8][C:7]=1[O:12][C:13]1[N:14]=[CH:15][C:16]([NH2:19])=[CH:17][CH:18]=1)[CH3:5]. (5) Given the reactants [Cl:1][C:2]1[CH:11]=[C:10]([Cl:12])[C:5]([C:6]([O:8][CH3:9])=[O:7])=[C:4]([N+:13]([O-])=O)[C:3]=1[O:16][CH3:17], predict the reaction product. The product is: [NH2:13][C:4]1[C:3]([O:16][CH3:17])=[C:2]([Cl:1])[CH:11]=[C:10]([Cl:12])[C:5]=1[C:6]([O:8][CH3:9])=[O:7]. (6) The product is: [F:1][C:2]1[CH:3]=[CH:4][C:5]([C:8]2([C:18]([OH:21])=[O:19])[CH2:10][CH2:9]2)=[N:6][CH:7]=1. Given the reactants [F:1][C:2]1[CH:3]=[CH:4][C:5]([C:8]2(C#N)[CH2:10][CH2:9]2)=[N:6][CH:7]=1.S(=O)(=O)(O)O.[C:18]([O-:21])(O)=[O:19].[Na+], predict the reaction product.